This data is from Full USPTO retrosynthesis dataset with 1.9M reactions from patents (1976-2016). The task is: Predict the reactants needed to synthesize the given product. (1) Given the product [C:1]([CH:5]1[CH2:14][CH2:13][C:12]2[N:11]=[C:10]3[S:15][C:16]([C:18]4[NH:22][C:21]([CH2:23][NH2:25])=[CH:20][N:19]=4)=[CH:17][C:9]3=[CH:8][C:7]=2[CH2:6]1)([CH3:4])([CH3:3])[CH3:2], predict the reactants needed to synthesize it. The reactants are: [C:1]([CH:5]1[CH2:14][CH2:13][C:12]2[N:11]=[C:10]3[S:15][C:16]([C:18]4[NH:22][C:21]([CH2:23]O)=[CH:20][N:19]=4)=[CH:17][C:9]3=[CH:8][C:7]=2[CH2:6]1)([CH3:4])([CH3:3])[CH3:2].[N-:25]=[N+]=[N-].[Na+].CN(C=O)C. (2) Given the product [CH2:28]([O:27][CH:26]([O:30][CH2:31][CH3:32])[C:24]1[N:23]=[N:22][N:21]([C:4]2[CH:3]=[C:2]([C:38]3[CH:43]=[CH:42][CH:41]=[CH:40][N:39]=3)[C:10]3[S:9][C:8]([N:11]4[CH2:16][N:15]([CH3:17])[CH2:14][N:13]([CH2:18][CH3:19])[C:12]4=[O:20])=[N:7][C:6]=3[CH:5]=2)[CH:25]=1)[CH3:29], predict the reactants needed to synthesize it. The reactants are: Br[C:2]1[C:10]2[S:9][C:8]([N:11]3[CH2:16][N:15]([CH3:17])[CH2:14][N:13]([CH2:18][CH3:19])[C:12]3=[O:20])=[N:7][C:6]=2[CH:5]=[C:4]([N:21]2[CH:25]=[C:24]([CH:26]([O:30][CH2:31][CH3:32])[O:27][CH2:28][CH3:29])[N:23]=[N:22]2)[CH:3]=1.C([Sn](CCCC)(CCCC)[C:38]1[CH:43]=[CH:42][CH:41]=[CH:40][N:39]=1)CCC. (3) The reactants are: [C:1](NN)(=O)C.[Br:6][C:7]1[C:8]([C:27]2[CH:32]=[CH:31][C:30]([Cl:33])=[CH:29][CH:28]=2)=[CH:9][C:10]2[N:11]([C:13]([CH2:16][C:17]3[CH:18]=[N:19][C:20]([C:23]([F:26])([F:25])[F:24])=[CH:21][CH:22]=3)=[N:14][N:15]=2)[CH:12]=1. Given the product [Br:6][C:7]1[C:8]([C:27]2[CH:28]=[CH:29][C:30]([Cl:33])=[CH:31][CH:32]=2)=[CH:9][C:10]2[N:11]([C:13]([CH2:16][C:17]3[C:18]([CH3:1])=[N:19][C:20]([C:23]([F:26])([F:24])[F:25])=[CH:21][CH:22]=3)=[N:14][N:15]=2)[CH:12]=1, predict the reactants needed to synthesize it. (4) Given the product [CH2:7]([C:8]1[N:10]=[N:11][N:12]([C:48]2[CH:47]=[C:46]3[C:51](=[CH:50][CH:49]=2)[NH:43][N:44]=[CH:45]3)[CH:9]=1)[C:1]1[CH:6]=[CH:5][CH:4]=[CH:3][CH:2]=1, predict the reactants needed to synthesize it. The reactants are: [C:1]1([CH2:7][C:8]#[CH:9])[CH:6]=[CH:5][CH:4]=[CH:3][CH:2]=1.[N-:10]=[N+:11]=[N-:12].[Na+].O=C1O[C@H]([C@H](CO)O)C([O-])=C1O.[Na+].C(=O)([O-])[O-].[Na+].[Na+].N1CCC[C@H]1C(O)=O.[OH-].[Na+].[NH:43]1[C:51]2[C:46](=[CH:47][CH:48]=[CH:49][CH:50]=2)[CH:45]=[N:44]1. (5) Given the product [CH2:16]([O:18][C:19](=[O:24])[CH:20]=[C:21]([O:15][C:9]1[CH:10]=[CH:11][CH:12]=[C:13]([Cl:14])[C:8]=1[Cl:7])[CH3:22])[CH3:17], predict the reactants needed to synthesize it. The reactants are: CC(C)([O-])C.[K+].[Cl:7][C:8]1[C:13]([Cl:14])=[CH:12][CH:11]=[CH:10][C:9]=1[OH:15].[CH2:16]([O:18][C:19](=[O:24])[CH:20]=[C:21](Cl)[CH3:22])[CH3:17].